From a dataset of Reaction yield outcomes from USPTO patents with 853,638 reactions. Predict the reaction yield, written as a fraction of the theoretical maximum amount of product (1.0 means a 100% yield; for example, 0.34 means a 34% yield). (1) The reactants are C1(P(C2C=CC=CC=2)(S)=[S:8])C=CC=CC=1.[NH2:16][C:17]([C:21]1[CH:26]=[CH:25][C:24]([C:27]([F:30])([F:29])[CH3:28])=[CH:23][CH:22]=1)=[CH:18][C:19]#[N:20]. The catalyst is CC(O)C.CCOC(C)=O. The product is [NH2:16][C:17]([C:21]1[CH:26]=[CH:25][C:24]([C:27]([F:29])([F:30])[CH3:28])=[CH:23][CH:22]=1)=[CH:18][C:19]([NH2:20])=[S:8]. The yield is 0.672. (2) The reactants are [C:1]([O:5][C@@H:6]([C:12]1[C:13]([CH3:36])=[N:14][C:15]2[N:16]([N:30]=[C:31]([C:33](O)=[O:34])[CH:32]=2)[C:17]=1[C:18]1[C:19]([CH3:29])=[C:20]2[C:25](=[C:26]([F:28])[CH:27]=1)[O:24][CH2:23][CH2:22][CH2:21]2)[C:7]([O:9][CH2:10][CH3:11])=[O:8])([CH3:4])([CH3:3])[CH3:2].[F:37][C:38]1[CH:43]=[CH:42][C:41]([CH2:44][NH2:45])=[CH:40][CH:39]=1.CCN(C(C)C)C(C)C.CN(C(ON1N=NC2C=CC=NC1=2)=[N+](C)C)C.F[P-](F)(F)(F)(F)F. The catalyst is CN(C=O)C.CN(C1C=CN=CC=1)C. The product is [C:1]([O:5][C@@H:6]([C:12]1[C:13]([CH3:36])=[N:14][C:15]2[N:16]([N:30]=[C:31]([C:33](=[O:34])[NH:45][CH2:44][C:41]3[CH:42]=[CH:43][C:38]([F:37])=[CH:39][CH:40]=3)[CH:32]=2)[C:17]=1[C:18]1[C:19]([CH3:29])=[C:20]2[C:25](=[C:26]([F:28])[CH:27]=1)[O:24][CH2:23][CH2:22][CH2:21]2)[C:7]([O:9][CH2:10][CH3:11])=[O:8])([CH3:3])([CH3:4])[CH3:2]. The yield is 0.471. (3) The reactants are [NH2:1][C:2]1[CH:10]=[C:6]([C:7]([OH:9])=[O:8])[C:5]([OH:11])=[CH:4][CH:3]=1.[CH3:12]O. The product is [NH2:1][C:2]1[CH:3]=[CH:4][C:5]([OH:11])=[C:6]([CH:10]=1)[C:7]([O:9][CH3:12])=[O:8]. No catalyst specified. The yield is 0.760. (4) The reactants are [N+:1]([C:4]1[CH:14]=[CH:13][C:7]2[CH:8]=[CH:9][S:10](=[O:12])(=[O:11])[C:6]=2[CH:5]=1)([O-])=O. The catalyst is C(O)C.CO.[C].[Pd]. The product is [S:10]1(=[O:11])(=[O:12])[C:6]2[CH:5]=[C:4]([NH2:1])[CH:14]=[CH:13][C:7]=2[CH2:8][CH2:9]1. The yield is 0.750. (5) The reactants are [N:1]12[CH2:8][CH2:7][C:4]([C:9]([C:16]3[S:17][CH:18]=[CH:19][CH:20]=3)([C:11]3[S:12][CH:13]=[CH:14][CH:15]=3)[OH:10])([CH2:5][CH2:6]1)[CH2:3][CH2:2]2.[Br:21][CH2:22][CH2:23][CH2:24][C:25]1[CH:30]=[CH:29][CH:28]=[CH:27][CH:26]=1. The catalyst is C(Cl)(Cl)Cl. The product is [Br-:21].[OH:10][C:9]([C:16]1[S:17][CH:18]=[CH:19][CH:20]=1)([C:11]1[S:12][CH:13]=[CH:14][CH:15]=1)[C:4]12[CH2:5][CH2:6][N+:1]([CH2:22][CH2:23][CH2:24][C:25]3[CH:30]=[CH:29][CH:28]=[CH:27][CH:26]=3)([CH2:8][CH2:7]1)[CH2:2][CH2:3]2. The yield is 0.623.